Binary Classification. Given a drug SMILES string, predict its activity (active/inactive) in a high-throughput screening assay against a specified biological target. From a dataset of M1 muscarinic receptor antagonist screen with 61,756 compounds. (1) The result is 0 (inactive). The molecule is Clc1ccc(OCCCC(=O)Nc2scnn2)cc1. (2) The result is 0 (inactive). The compound is n1(c(ccc1)/C=N\n1cnnc1)C. (3) The drug is S(c1n(nnn1)c1c2c(ccc1)cccc2)Cc1nc(N(C)C)nc(n1)N. The result is 0 (inactive). (4) The compound is o1c2c(N3CCN(CC3)Cc3cc4OCOc4cc3)ncnc2c2c1cccc2. The result is 0 (inactive). (5) The drug is OCCn1c2c(n(c1=N)Cc1ccccc1)cccc2. The result is 0 (inactive). (6) The drug is FC(S(=O)c1c(N2C(=O)c3c(C2=O)cccc3)cccc1)(F)F. The result is 0 (inactive). (7) The drug is FC(F)(F)C1n2[nH]cc(c2=NC(C1)c1cc(OC)c(OC)cc1)C(=O)NCc1cccnc1. The result is 0 (inactive).